Dataset: Acute oral toxicity (LD50) regression data from Zhu et al.. Task: Regression/Classification. Given a drug SMILES string, predict its toxicity properties. Task type varies by dataset: regression for continuous values (e.g., LD50, hERG inhibition percentage) or binary classification for toxic/non-toxic outcomes (e.g., AMES mutagenicity, cardiotoxicity, hepatotoxicity). Dataset: ld50_zhu. (1) The drug is OC(CCl)CCl. The rat oral LD50 is 3.07, given as -log10 of the dose in mol/kg body weight (higher means more acutely toxic). (2) The molecule is C=CCOC(=O)CC#N. The rat oral LD50 is 2.89, given as -log10 of the dose in mol/kg body weight (higher means more acutely toxic). (3) The compound is O=C1C=CC(=O)c2ccccc21. The rat oral LD50 is 2.92, given as -log10 of the dose in mol/kg body weight (higher means more acutely toxic). (4) The drug is CCC(=C(CC)c1ccc(OP(=O)(O)O)cc1)c1ccc(OP(=O)(O)O)cc1. The rat oral LD50 is 2.15, given as -log10 of the dose in mol/kg body weight (higher means more acutely toxic). (5) The molecule is COc1cccc(C2(O)CCCCC2CN(C)C)c1. The rat oral LD50 is 3.06, given as -log10 of the dose in mol/kg body weight (higher means more acutely toxic).